This data is from Retrosynthesis with 50K atom-mapped reactions and 10 reaction types from USPTO. The task is: Predict the reactants needed to synthesize the given product. (1) The reactants are: COCCNCCOCCOC.NS(=O)(=O)c1cc2c(s1)S(=O)(=O)C(CC(=O)O)C(=O)N2. Given the product COCCOCCN(CCOC)C(=O)CC1C(=O)Nc2cc(S(N)(=O)=O)sc2S1(=O)=O, predict the reactants needed to synthesize it. (2) Given the product Oc1ccc(C2CCCCC2)nc1, predict the reactants needed to synthesize it. The reactants are: Oc1ccc(C2=CCCCC2)nc1. (3) Given the product COc1cc(-c2nn(CCCN3CCOCC3)c3ncnc(N)c23)ccc1NC(=O)c1cc2ccccc2n1C, predict the reactants needed to synthesize it. The reactants are: COc1cc(B2OC(C)(C)C(C)(C)O2)ccc1NC(=O)c1cc2ccccc2n1C.Nc1ncnc2c1c(I)nn2CCCN1CCOCC1. (4) Given the product COC(=O)Cc1ccc(OCc2ccccc2)cc1, predict the reactants needed to synthesize it. The reactants are: COC(=O)Cc1ccc(O)cc1.ClCc1ccccc1. (5) Given the product CC(C)N1CCC(NC(=O)c2nc3c(OCCO)cccc3n2CC(=O)Nc2ccc(Cl)cn2)CC1, predict the reactants needed to synthesize it. The reactants are: CC(C)N1CCC(NC(=O)c2nc3c(OCCO[Si](C)(C)C(C)(C)C)cccc3n2CC(=O)Nc2ccc(Cl)cn2)CC1. (6) Given the product CCCCCCC=Cc1ccccc1O, predict the reactants needed to synthesize it. The reactants are: CCCCCCC[P+](c1ccccc1)(c1ccccc1)c1ccccc1.O=Cc1ccccc1O. (7) Given the product CC(C)[C@@H]1CC[C@]2(CO)CC[C@]3(C)[C@H](CC[C@@H]4[C@@]5(C)CC=C(c6ccc(C(=O)O)cc6)C(C)(C)[C@@H]5CC[C@]43C)[C@@H]12, predict the reactants needed to synthesize it. The reactants are: C=C(C)[C@@H]1CC[C@]2(CO)CC[C@]3(C)[C@H](CC[C@@H]4[C@@]5(C)CC=C(c6ccc(C(=O)O)cc6)C(C)(C)[C@@H]5CC[C@]43C)[C@@H]12. (8) Given the product Cc1cc(C)cc(-c2cc(C(=O)NCCCCCCCCc3ccccc3)cc(-c3cc(C)cc(C)c3)c2OCCO)c1, predict the reactants needed to synthesize it. The reactants are: CCOC(=O)c1cc(-c2cc(C)cc(C)c2)c(OCCO)c(-c2cc(C)cc(C)c2)c1.NCCCCCCCCc1ccccc1. (9) Given the product CC[N+]1(C2CCCCC2)CCCC1, predict the reactants needed to synthesize it. The reactants are: C1CCC(N2CCCC2)CC1.CCI. (10) Given the product Cc1sc(C(=O)CCc2ccc(C(=O)O)cc2)c2c1[C@H]1[C@@H](C2)C1(C)C, predict the reactants needed to synthesize it. The reactants are: Cc1sc(C(=O)C=Cc2ccc(C(=O)O)cc2)c2c1[C@H]1[C@@H](C2)C1(C)C.